Dataset: Full USPTO retrosynthesis dataset with 1.9M reactions from patents (1976-2016). Task: Predict the reactants needed to synthesize the given product. (1) Given the product [CH3:31][O:30][C:28](=[O:29])[CH2:27][C:25]1[N:26]=[C:22]([NH:21][C:1]([O:20][CH2:19][C:15]2[CH:14]=[N:13][CH:18]=[CH:17][CH:16]=2)=[O:2])[S:23][CH:24]=1, predict the reactants needed to synthesize it. The reactants are: [C:1](N1C=CN=C1)(N1C=CN=C1)=[O:2].[N:13]1[CH:18]=[CH:17][CH:16]=[C:15]([CH2:19][OH:20])[CH:14]=1.[NH2:21][C:22]1[S:23][CH:24]=[C:25]([CH2:27][C:28]([O:30][CH3:31])=[O:29])[N:26]=1.C1CCN2C(=NCCC2)CC1.C(N(CC)CC)C. (2) Given the product [OH:20][C@@H:21]1[CH2:25][CH2:24][CH2:23][C@H:22]1[NH:26][C:3]1[S:4]/[C:5](=[CH:9]\[C:10]2[CH:11]=[C:12]3[C:17](=[CH:18][CH:19]=2)[N:16]=[CH:15][CH:14]=[CH:13]3)/[C:6](=[O:8])[N:7]=1, predict the reactants needed to synthesize it. The reactants are: CS[C:3]1[S:4]/[C:5](=[CH:9]\[C:10]2[CH:11]=[C:12]3[C:17](=[CH:18][CH:19]=2)[N:16]=[CH:15][CH:14]=[CH:13]3)/[C:6](=[O:8])[N:7]=1.[OH:20][C@@H:21]1[CH2:25][CH2:24][CH2:23][C@H:22]1[NH2:26].CCN(C(C)C)C(C)C. (3) The reactants are: ClC1C=NC=C(Cl)C=1C(O)=O.[CH2:12]([N:19]([C:41]1[CH:46]=[CH:45][C:44]([S:47](=[O:60])(=[O:59])[NH:48]C(C2C(Cl)=CN=CC=2Cl)=O)=[CH:43][CH:42]=1)[CH:20]1[CH2:25][CH2:24][N:23]([CH:26]([CH3:40])[CH2:27][CH2:28][NH:29][C:30](=[O:39])[C:31]2[C:36]([Cl:37])=[CH:35][N:34]=[CH:33][C:32]=2[Cl:38])[CH2:22][CH2:21]1)[C:13]1[CH:18]=[CH:17][CH:16]=[CH:15][CH:14]=1. Given the product [CH2:12]([N:19]([C:41]1[CH:42]=[CH:43][C:44]([S:47](=[O:60])(=[O:59])[NH2:48])=[CH:45][CH:46]=1)[CH:20]1[CH2:21][CH2:22][N:23]([CH:26]([CH3:40])[CH2:27][CH2:28][NH:29][C:30](=[O:39])[C:31]2[C:36]([Cl:37])=[CH:35][N:34]=[CH:33][C:32]=2[Cl:38])[CH2:24][CH2:25]1)[C:13]1[CH:18]=[CH:17][CH:16]=[CH:15][CH:14]=1, predict the reactants needed to synthesize it. (4) Given the product [C:40]([CH:38]1[CH2:39][N:36]([C:29](=[O:31])[CH:28]([N:26]2[CH:27]=[C:23]([C:21]3[CH:20]=[N:19][N:18]4[C:14]([C:10]5[CH:9]=[C:8]([NH:7][C:5]([NH:4][CH2:3][C:2]([F:34])([F:33])[F:1])=[O:6])[CH:13]=[CH:12][CH:11]=5)=[CH:15][N:16]=[C:17]4[CH:22]=3)[CH:24]=[N:25]2)[CH3:32])[CH2:37]1)#[N:41], predict the reactants needed to synthesize it. The reactants are: [F:1][C:2]([F:34])([F:33])[CH2:3][NH:4][C:5]([NH:7][C:8]1[CH:9]=[C:10]([C:14]2[N:18]3[N:19]=[CH:20][C:21]([C:23]4[CH:24]=[N:25][N:26]([CH:28]([CH3:32])[C:29]([OH:31])=O)[CH:27]=4)=[CH:22][C:17]3=[N:16][CH:15]=2)[CH:11]=[CH:12][CH:13]=1)=[O:6].Cl.[NH:36]1[CH2:39][CH:38]([C:40]#[N:41])[CH2:37]1. (5) Given the product [C:1]([N:4]1[C:13]2[C:8](=[CH:9][C:10]([NH:14][C:27](=[O:28])[C:26]3[CH:30]=[CH:31][CH:32]=[C:33]([CH3:34])[C:25]=3[Br:24])=[CH:11][CH:12]=2)[C:7]([C:16]2[CH:21]=[CH:20][CH:19]=[CH:18][CH:17]=2)([CH3:15])[CH2:6][C:5]1([CH3:23])[CH3:22])(=[O:3])[CH3:2], predict the reactants needed to synthesize it. The reactants are: [C:1]([N:4]1[C:13]2[C:8](=[CH:9][C:10]([NH2:14])=[CH:11][CH:12]=2)[C:7]([C:16]2[CH:21]=[CH:20][CH:19]=[CH:18][CH:17]=2)([CH3:15])[CH2:6][C:5]1([CH3:23])[CH3:22])(=[O:3])[CH3:2].[Br:24][C:25]1[C:33]([CH3:34])=[CH:32][CH:31]=[CH:30][C:26]=1[C:27](O)=[O:28].CN(C(ON1N=NC2C=CC=NC1=2)=[N+](C)C)C.F[P-](F)(F)(F)(F)F.C(N(CC)C(C)C)(C)C.